Regression. Given two drug SMILES strings and cell line genomic features, predict the synergy score measuring deviation from expected non-interaction effect. From a dataset of NCI-60 drug combinations with 297,098 pairs across 59 cell lines. (1) Drug 1: C1CCC(CC1)NC(=O)N(CCCl)N=O. Drug 2: CCC1(CC2CC(C3=C(CCN(C2)C1)C4=CC=CC=C4N3)(C5=C(C=C6C(=C5)C78CCN9C7C(C=CC9)(C(C(C8N6C=O)(C(=O)OC)O)OC(=O)C)CC)OC)C(=O)OC)O.OS(=O)(=O)O. Cell line: SF-268. Synergy scores: CSS=37.6, Synergy_ZIP=0.936, Synergy_Bliss=7.55, Synergy_Loewe=-5.00, Synergy_HSA=5.07. (2) Drug 1: CCC1=C2CN3C(=CC4=C(C3=O)COC(=O)C4(CC)O)C2=NC5=C1C=C(C=C5)O. Drug 2: CC1CCC2CC(C(=CC=CC=CC(CC(C(=O)C(C(C(=CC(C(=O)CC(OC(=O)C3CCCCN3C(=O)C(=O)C1(O2)O)C(C)CC4CCC(C(C4)OC)OCCO)C)C)O)OC)C)C)C)OC. Cell line: UO-31. Synergy scores: CSS=35.6, Synergy_ZIP=-8.69, Synergy_Bliss=-2.69, Synergy_Loewe=-0.302, Synergy_HSA=1.06. (3) Drug 1: CCC1(CC2CC(C3=C(CCN(C2)C1)C4=CC=CC=C4N3)(C5=C(C=C6C(=C5)C78CCN9C7C(C=CC9)(C(C(C8N6C)(C(=O)OC)O)OC(=O)C)CC)OC)C(=O)OC)O.OS(=O)(=O)O. Drug 2: CN(CC1=CN=C2C(=N1)C(=NC(=N2)N)N)C3=CC=C(C=C3)C(=O)NC(CCC(=O)O)C(=O)O. Cell line: NCIH23. Synergy scores: CSS=37.1, Synergy_ZIP=-0.710, Synergy_Bliss=-3.60, Synergy_Loewe=-11.0, Synergy_HSA=-5.46. (4) Drug 1: CC1OCC2C(O1)C(C(C(O2)OC3C4COC(=O)C4C(C5=CC6=C(C=C35)OCO6)C7=CC(=C(C(=C7)OC)O)OC)O)O. Drug 2: C1=C(C(=O)NC(=O)N1)F. Cell line: MALME-3M. Synergy scores: CSS=39.5, Synergy_ZIP=3.46, Synergy_Bliss=3.22, Synergy_Loewe=6.08, Synergy_HSA=8.15. (5) Drug 1: CN1C(=O)N2C=NC(=C2N=N1)C(=O)N. Drug 2: CC1=C(N=C(N=C1N)C(CC(=O)N)NCC(C(=O)N)N)C(=O)NC(C(C2=CN=CN2)OC3C(C(C(C(O3)CO)O)O)OC4C(C(C(C(O4)CO)O)OC(=O)N)O)C(=O)NC(C)C(C(C)C(=O)NC(C(C)O)C(=O)NCCC5=NC(=CS5)C6=NC(=CS6)C(=O)NCCC[S+](C)C)O. Cell line: NCI/ADR-RES. Synergy scores: CSS=29.2, Synergy_ZIP=0.484, Synergy_Bliss=-2.35, Synergy_Loewe=-36.9, Synergy_HSA=-5.77. (6) Drug 1: CC12CCC(CC1=CCC3C2CCC4(C3CC=C4C5=CN=CC=C5)C)O. Drug 2: CC1CCC2CC(C(=CC=CC=CC(CC(C(=O)C(C(C(=CC(C(=O)CC(OC(=O)C3CCCCN3C(=O)C(=O)C1(O2)O)C(C)CC4CCC(C(C4)OC)O)C)C)O)OC)C)C)C)OC. Cell line: CAKI-1. Synergy scores: CSS=35.5, Synergy_ZIP=4.39, Synergy_Bliss=-2.32, Synergy_Loewe=-2.10, Synergy_HSA=-0.00117. (7) Drug 1: CC1=C(C(=O)C2=C(C1=O)N3CC4C(C3(C2COC(=O)N)OC)N4)N. Drug 2: CC12CCC3C(C1CCC2OP(=O)(O)O)CCC4=C3C=CC(=C4)OC(=O)N(CCCl)CCCl.[Na+]. Cell line: MCF7. Synergy scores: CSS=22.6, Synergy_ZIP=-6.20, Synergy_Bliss=3.23, Synergy_Loewe=-41.4, Synergy_HSA=-4.69. (8) Drug 1: C1=CC(=CC=C1CCCC(=O)O)N(CCCl)CCCl. Drug 2: CC1=C2C(C(=O)C3(C(CC4C(C3C(C(C2(C)C)(CC1OC(=O)C(C(C5=CC=CC=C5)NC(=O)C6=CC=CC=C6)O)O)OC(=O)C7=CC=CC=C7)(CO4)OC(=O)C)O)C)OC(=O)C. Cell line: SK-MEL-28. Synergy scores: CSS=24.2, Synergy_ZIP=-10.4, Synergy_Bliss=-5.63, Synergy_Loewe=-5.41, Synergy_HSA=-3.44.